Dataset: Clinical trial toxicity outcomes and FDA approval status for drugs. Task: Regression/Classification. Given a drug SMILES string, predict its toxicity properties. Task type varies by dataset: regression for continuous values (e.g., LD50, hERG inhibition percentage) or binary classification for toxic/non-toxic outcomes (e.g., AMES mutagenicity, cardiotoxicity, hepatotoxicity). Dataset: clintox. (1) The drug is CC1(C)O[C@@H]2C[C@H]3[C@@H]4C[C@H](F)C5=CC(=O)CC[C@]5(C)[C@H]4[C@@H](O)C[C@]3(C)[C@]2(C(=O)CO)O1. The result is 0 (passed clinical trial). (2) The compound is C[NH+](C)CCC(c1ccccc1)c1ccccn1. The result is 0 (passed clinical trial). (3) The molecule is C[C@@H]1C[C@H]2[C@@H]3CCC4=CC(=O)C=C[C@]4(C)[C@@]3(F)[C@@H](O)C[C@]2(C)[C@@]1(O)C(=O)COP(=O)([O-])[O-]. The result is 0 (passed clinical trial). (4) The molecule is Cl.Cn1c(CCCC(=O)O)nc2cc(N(CCCl)CCCl)ccc21. The result is 1 (failed clinical trial for toxicity). (5) The compound is Cc1ccsc1C(=CCC[NH+]1CCC[C@@H](C(=O)[O-])C1)c1sccc1C. The result is 0 (passed clinical trial). (6) The drug is CC(C)OC(=O)CCC/C=C\C[C@H]1[C@@H](O)C[C@@H](O)[C@@H]1CC[C@@H](O)CCc1ccccc1. The result is 0 (passed clinical trial). (7) The compound is O=c1[nH]c2cc(Cl)ccc2o1. The result is 0 (passed clinical trial). (8) The compound is CCOC(=O)C1(c2ccccc2)CC[NH+](C)CC1. The result is 0 (passed clinical trial). (9) The molecule is CCCCCCCCCCCCCCCC(=O)OCC(COP(=O)([O-])OCC[N+](C)(C)C)OC(=O)CCCCCCCCCCCCCCC. The result is 0 (passed clinical trial). (10) The compound is C=C1/C(=C\C=C2/CCC[C@@]3(C)[C@H]2CC[C@@H]3[C@H](C)/C=C/[C@@H](O)C2CC2)C[C@@H](O)C[C@@H]1O. The result is 0 (passed clinical trial).